This data is from Catalyst prediction with 721,799 reactions and 888 catalyst types from USPTO. The task is: Predict which catalyst facilitates the given reaction. (1) Reactant: C([NH:5][S:6]([C:9]1[S:10][C:11]([C:14]2[CH:19]=[CH:18][CH:17]=[C:16]([C:20]3[N:25]=[C:24]([C:26]([F:29])([F:28])[F:27])[CH:23]=[C:22]([C:30]4[CH:35]=[CH:34][C:33]([C:36]([F:39])([F:38])[F:37])=[C:32]([F:40])[CH:31]=4)[N:21]=3)[CH:15]=2)=[CH:12][CH:13]=1)(=[O:8])=[O:7])(C)(C)C.C(O)(C(F)(F)F)=O. Product: [F:40][C:32]1[CH:31]=[C:30]([C:22]2[CH:23]=[C:24]([C:26]([F:27])([F:28])[F:29])[N:25]=[C:20]([C:16]3[CH:15]=[C:14]([C:11]4[S:10][C:9]([S:6]([NH2:5])(=[O:8])=[O:7])=[CH:13][CH:12]=4)[CH:19]=[CH:18][CH:17]=3)[N:21]=2)[CH:35]=[CH:34][C:33]=1[C:36]([F:39])([F:38])[F:37]. The catalyst class is: 4. (2) The catalyst class is: 113. Reactant: [CH:1]1([C:4]2[N:8]([C:9]3[N:14]=[CH:13][C:12]([NH2:15])=[CH:11][N:10]=3)[N:7]=[C:6]([C:16]([F:19])([F:18])[F:17])[CH:5]=2)[CH2:3][CH2:2]1.C([O:24][C:25](=O)[CH2:26][C:27]([CH3:29])=[O:28])(C)(C)C. Product: [CH:1]1([C:4]2[N:8]([C:9]3[N:14]=[CH:13][C:12]([NH:15][C:25](=[O:24])[CH2:26][C:27](=[O:28])[CH3:29])=[CH:11][N:10]=3)[N:7]=[C:6]([C:16]([F:17])([F:18])[F:19])[CH:5]=2)[CH2:2][CH2:3]1. (3) Reactant: Cl[C:2]1[N:3]=[CH:4][CH:5]=[C:6]2[CH:10]=[C:9]([C:11]([NH:13][CH:14]3[CH2:18][CH2:17][CH2:16][CH2:15]3)=[O:12])[NH:8][C:7]=12. Product: [CH:14]1([NH:13][C:11]([C:9]2[NH:8][C:7]3=[CH:2][N:3]=[CH:4][CH:5]=[C:6]3[CH:10]=2)=[O:12])[CH2:15][CH2:16][CH2:17][CH2:18]1. The catalyst class is: 8. (4) Product: [CH3:1][C:2]1[N:7]=[C:6]([C:8]([OH:16])=[O:9])[C:5]([C:10]2[O:14][N:13]=[C:12]([CH3:15])[N:11]=2)=[CH:4][CH:3]=1. Reactant: [CH3:1][C:2]1[N:7]=[C:6]([CH:8]=[O:9])[C:5]([C:10]2[O:14][N:13]=[C:12]([CH3:15])[N:11]=2)=[CH:4][CH:3]=1.[O-:16]Cl=O.[Na+]. The catalyst class is: 58. (5) Reactant: Cl.CNC.CCC(=O)CC.[C-]#N.[K+].[CH3:14][N:15]([CH3:23])[C:16]1([C:21]#[N:22])[CH2:20][CH2:19][CH2:18][CH2:17]1. Product: [CH3:14][N:15]([CH3:23])[C:16]([CH2:20][CH3:19])([CH2:17][CH3:18])[C:21]#[N:22]. The catalyst class is: 6. (6) Reactant: [C:1]([O:5][C:6](=[O:19])[NH:7][C:8]1[C:17]2[C:12](=[CH:13][CH:14]=[CH:15][CH:16]=2)[C:11]([OH:18])=[CH:10][CH:9]=1)([CH3:4])([CH3:3])[CH3:2].Br[CH2:21][CH2:22][CH2:23][Cl:24].C([O-])([O-])=O.[K+].[K+]. Product: [C:1]([O:5][C:6](=[O:19])[NH:7][C:8]1[C:17]2[C:12](=[CH:13][CH:14]=[CH:15][CH:16]=2)[C:11]([O:18][CH2:21][CH2:22][CH2:23][Cl:24])=[CH:10][CH:9]=1)([CH3:4])([CH3:2])[CH3:3]. The catalyst class is: 10. (7) Reactant: C(N(CC)CC)C.ClC(OCC)=O.[CH:14]1([C:19]([OH:21])=O)[CH2:18][CH2:17][CH2:16][CH2:15]1.Cl.Cl.[NH2:24][C:25]1[CH:57]=[CH:56][C:28]([O:29][C:30]2[CH:31]=[CH:32][C:33]3[N:37]=[C:36]([CH2:38][O:39][C:40]4[CH:53]=[CH:52][C:43]([CH2:44][CH:45]5[S:49][C:48](=[O:50])[NH:47][C:46]5=[O:51])=[CH:42][CH:41]=4)[N:35]([CH3:54])[C:34]=3[CH:55]=2)=[CH:27][CH:26]=1. Product: [O:50]=[C:48]1[NH:47][C:46](=[O:51])[CH:45]([CH2:44][C:43]2[CH:42]=[CH:41][C:40]([O:39][CH2:38][C:36]3[N:35]([CH3:54])[C:34]4[CH:55]=[C:30]([O:29][C:28]5[CH:56]=[CH:57][C:25]([NH:24][C:19]([CH:14]6[CH2:15][CH2:16][CH2:17][CH2:18]6)=[O:21])=[CH:26][CH:27]=5)[CH:31]=[CH:32][C:33]=4[N:37]=3)=[CH:53][CH:52]=2)[S:49]1. The catalyst class is: 9. (8) Reactant: [CH3:1][CH:2]1[CH2:10][C:9]2[C:4](=[CH:5][CH:6]=[C:7]([C:11]([O:20][Si](CC)(CC)CC)([C:16]([F:19])([F:18])[F:17])[C:12]([F:15])([F:14])[F:13])[CH:8]=2)[NH:3]1.[CH3:28][O:29][C:30](=[O:39])[C:31]1[CH:36]=[CH:35][CH:34]=[C:33]([CH2:37]Cl)[CH:32]=1.CCCC[N+](CCCC)(CCCC)CCCC.[F-]. Product: [CH3:28][O:29][C:30](=[O:39])[C:31]1[CH:36]=[CH:35][CH:34]=[C:33]([CH2:37][N:3]2[C:4]3[C:9](=[CH:8][C:7]([C:11]([OH:20])([C:16]([F:17])([F:18])[F:19])[C:12]([F:14])([F:15])[F:13])=[CH:6][CH:5]=3)[CH2:10][CH:2]2[CH3:1])[CH:32]=1. The catalyst class is: 198.